Task: Predict the reactants needed to synthesize the given product.. Dataset: Full USPTO retrosynthesis dataset with 1.9M reactions from patents (1976-2016) (1) Given the product [C:29]([CH2:30][NH:31][C:13]([C@@H:12]([NH:11][C:9](=[O:10])[O:8][CH2:1][C:2]1[CH:3]=[CH:4][CH:5]=[CH:6][CH:7]=1)[CH2:23][CH:24]([CH3:25])[CH3:26])=[O:15])#[N:28], predict the reactants needed to synthesize it. The reactants are: [CH2:1]([O:8][C:9]([NH:11][CH:12]([CH2:23][CH:24]([CH3:26])[CH3:25])[C:13]([O:15]N1C(=O)CCC1=O)=O)=[O:10])[C:2]1[CH:7]=[CH:6][CH:5]=[CH:4][CH:3]=1.Cl.[NH2:28][CH2:29][C:30]#[N:31].C(N(CC)CC)C.CN(C=O)C. (2) The reactants are: [CH3:1][S:2]([NH:5][C:6]1[CH:11]=[CH:10][C:9]([CH2:12][CH2:13][C:14]([OH:16])=O)=[CH:8][CH:7]=1)(=[O:4])=[O:3].[NH2:17][CH2:18][C:19]([N:21]([C:23]1[CH:28]=[CH:27][C:26]([Cl:29])=[C:25]([CH2:30][O:31][C:32]2[CH:33]=[CH:34][CH:35]=[C:36]3[C:41]=2[N:40]=[C:39]([CH3:42])[CH:38]=[C:37]3[O:43][CH2:44][C:45]2[CH:50]=[CH:49][CH:48]=[CH:47][N:46]=2)[C:24]=1[Cl:51])[CH3:22])=[O:20].ClC1C(COC2C3N=C(OC)N(CC4C=CC=CN=4)C=3C=CC=2)=C(Cl)C=CC=1N(C)C(=O)CNC(=O)CCC1C=CC(C(NCCOC)=O)=CC=1. Given the product [Cl:51][C:24]1[C:25]([CH2:30][O:31][C:32]2[CH:33]=[CH:34][CH:35]=[C:36]3[C:41]=2[N:40]=[C:39]([CH3:42])[CH:38]=[C:37]3[O:43][CH2:44][C:45]2[CH:50]=[CH:49][CH:48]=[CH:47][N:46]=2)=[C:26]([Cl:29])[CH:27]=[CH:28][C:23]=1[N:21]([CH3:22])[C:19](=[O:20])[CH2:18][NH:17][C:14](=[O:16])[CH2:13][CH2:12][C:9]1[CH:8]=[CH:7][C:6]([NH:5][S:2]([CH3:1])(=[O:3])=[O:4])=[CH:11][CH:10]=1, predict the reactants needed to synthesize it. (3) Given the product [CH3:12][C:11]1([CH2:13][C:38]([C:40]([F:43])([F:42])[F:41])=[CH2:39])[C:4]2[C:3](=[CH:2][CH:7]=[CH:6][CH:5]=2)[CH2:8][CH2:9][CH2:10]1, predict the reactants needed to synthesize it. The reactants are: I[C:2]1[CH:7]=[CH:6][CH:5]=[CH:4][C:3]=1[CH2:8][CH2:9][CH2:10][C:11]([CH3:13])=[CH2:12].C1(P(C2C=CC=CC=2)C2C=CC=CC=2)C=CC=CC=1.C([Sn](CCCC)(CCCC)[C:38]([C:40]([F:43])([F:42])[F:41])=[CH2:39])CCC. (4) The reactants are: [N:1]1[CH:6]=[C:5]([NH:7][C:8](=[O:15])OCC(Cl)(Cl)Cl)[CH:4]=[N:3][CH:2]=1.[C:16]1([C:22]2[N:23]=[C:24]([N:27]3[CH2:32][CH2:31][NH:30][CH2:29][CH2:28]3)[S:25][CH:26]=2)[CH:21]=[CH:20][CH:19]=[CH:18][CH:17]=1.C(N(C(C)C)CC)(C)C.CS(C)=O. Given the product [C:16]1([C:22]2[N:23]=[C:24]([N:27]3[CH2:32][CH2:31][N:30]([C:8]([NH:7][C:5]4[CH:4]=[N:3][CH:2]=[N:1][CH:6]=4)=[O:15])[CH2:29][CH2:28]3)[S:25][CH:26]=2)[CH:17]=[CH:18][CH:19]=[CH:20][CH:21]=1, predict the reactants needed to synthesize it. (5) Given the product [NH2:28][C:8]1[N:7]=[C:6]([O:5][CH2:1][CH2:2][CH2:3][CH3:4])[N:14]=[C:13]2[C:9]=1[NH:10][C:11](=[O:26])[N:12]2[CH2:15][CH2:16][CH2:17][CH2:18][CH2:19][CH:20]1[CH2:21][CH2:22][N:23]([CH2:30][CH2:31][CH2:32][CH3:33])[CH2:24][CH2:25]1, predict the reactants needed to synthesize it. The reactants are: [CH2:1]([O:5][C:6]1[N:14]=[C:13]2[C:9]([N:10]=[C:11]([O:26]C)[N:12]2[CH2:15][CH2:16][CH2:17][CH2:18][CH2:19][CH:20]2[CH2:25][CH2:24][NH:23][CH2:22][CH2:21]2)=[C:8]([NH2:28])[N:7]=1)[CH2:2][CH2:3][CH3:4].I[CH2:30][CH2:31][CH2:32][CH3:33]. (6) Given the product [Cl:1][C:2]1[CH:3]=[C:4]([C:8]2[O:12][N:11]=[C:10]([C@H:13]3[CH2:17][CH2:16][CH2:15][N:14]3[C:18]3[N:19]([CH3:32])[C:20]([C:23]4[CH:24]=[CH:25][C:26]([C:27]([NH2:37])=[O:29])=[CH:30][CH:31]=4)=[N:21][N:22]=3)[CH:9]=2)[CH:5]=[CH:6][CH:7]=1, predict the reactants needed to synthesize it. The reactants are: [Cl:1][C:2]1[CH:3]=[C:4]([C:8]2[O:12][N:11]=[C:10]([C@H:13]3[CH2:17][CH2:16][CH2:15][N:14]3[C:18]3[N:19]([CH3:32])[C:20]([C:23]4[CH:31]=[CH:30][C:26]([C:27]([OH:29])=O)=[CH:25][CH:24]=4)=[N:21][N:22]=3)[CH:9]=2)[CH:5]=[CH:6][CH:7]=1.[NH4+].[Cl-].C([N:37](CC)CC)C.CN1CCOCC1.CN(C(ON1N=NC2C=CC=CC1=2)=[N+](C)C)C.[B-](F)(F)(F)F. (7) Given the product [Br:20][C:21]1[CH:22]=[C:23]([C:30]([NH:32][NH:33][C:8](=[O:10])[CH2:7][N:1]2[CH2:2][CH2:3][O:4][CH2:5][CH2:6]2)=[O:31])[C:24]2[CH:25]=[N:26][NH:27][C:28]=2[CH:29]=1, predict the reactants needed to synthesize it. The reactants are: [N:1]1([CH2:7][C:8]([OH:10])=O)[CH2:6][CH2:5][O:4][CH2:3][CH2:2]1.C(N(CC)C(C)C)(C)C.[Br:20][C:21]1[CH:22]=[C:23]([C:30]([NH:32][NH2:33])=[O:31])[C:24]2[CH:25]=[N:26][NH:27][C:28]=2[CH:29]=1. (8) Given the product [O:11]=[CH:12][CH2:13][C@H:14]1[CH2:19][CH2:18][C@H:17]([NH:20][C:21](=[O:23])[CH3:22])[CH2:16][CH2:15]1, predict the reactants needed to synthesize it. The reactants are: CS(C)=O.C(Cl)(=O)C(Cl)=O.[OH:11][CH2:12][CH2:13][C@H:14]1[CH2:19][CH2:18][C@H:17]([NH:20][C:21](=[O:23])[CH3:22])[CH2:16][CH2:15]1.CCN(CC)CC.